Predict which catalyst facilitates the given reaction. From a dataset of Catalyst prediction with 721,799 reactions and 888 catalyst types from USPTO. (1) Reactant: Br[C:2]1[S:10][C:5]2=[CH:6][N:7]=[CH:8][CH:9]=[C:4]2[C:3]=1[Br:11].[C:12]1(B(O)O)[CH:17]=[CH:16][CH:15]=[CH:14][CH:13]=1.C(=O)([O-])[O-].[Na+].[Na+]. Product: [Br:11][C:3]1[C:4]2[C:5](=[CH:6][N:7]=[CH:8][CH:9]=2)[S:10][C:2]=1[C:12]1[CH:17]=[CH:16][CH:15]=[CH:14][CH:13]=1. The catalyst class is: 104. (2) Reactant: [NH2:1][C:2]1[C:3]([C:22]([NH2:24])=[O:23])=[CH:4][C:5]2[C:13]3[C:8](=[CH:9][CH:10]=[CH:11][CH:12]=3)[N:7](CC3C=CC=CC=3)[C:6]=2[N:21]=1.[Al+3].[Cl-].[Cl-].[Cl-]. Product: [NH2:1][C:2]1[C:3]([C:22]([NH2:24])=[O:23])=[CH:4][C:5]2[C:13]3[C:8](=[CH:9][CH:10]=[CH:11][CH:12]=3)[NH:7][C:6]=2[N:21]=1. The catalyst class is: 48. (3) Reactant: [CH2:1]([N:3]([CH2:21][CH3:22])[C:4]1[N:8]([C:9]2[CH:14]=[CH:13][C:12]([O:15]C)=[CH:11][CH:10]=2)[N:7]=[C:6]([CH2:17][CH3:18])[C:5]=1[C:19]#[N:20])[CH3:2].B(Br)(Br)Br.O. Product: [CH2:21]([N:3]([CH2:1][CH3:2])[C:4]1[N:8]([C:9]2[CH:14]=[CH:13][C:12]([OH:15])=[CH:11][CH:10]=2)[N:7]=[C:6]([CH2:17][CH3:18])[C:5]=1[C:19]#[N:20])[CH3:22]. The catalyst class is: 2. (4) Reactant: C(O[C:6]([N:8]1[CH2:12][C@H:11]([NH:13][C:14](=[O:19])[C:15]([F:18])([F:17])[F:16])[CH2:10][C@H:9]1[CH2:20][O:21][C:22]1[CH:31]=[CH:30][C:25]([C:26]([O:28][CH3:29])=[O:27])=[CH:24][CH:23]=1)=[O:7])(C)(C)C.C(O)(C(F)(F)F)=[O:33].C1[CH:40]=[CH:41][C:42]2N(O)N=N[C:43]=2[CH:44]=1.C(N([CH2:54][CH3:55])CC)C.[CH3:56][CH2:57][N:58]=[C:59]=[N:60][CH2:61][CH2:62][CH2:63]N(C)C.Cl.C1[CH2:72][O:71][CH2:70][CH2:69]1. Product: [CH3:72][O:71][C:70]1[CH:69]=[C:54]([CH2:55][C:6]([N:8]2[CH2:12][C@H:11]([NH:13][C:14](=[O:19])[C:15]([F:16])([F:17])[F:18])[CH2:10][C@H:9]2[CH2:20][O:21][C:22]2[CH:23]=[CH:24][C:25]([C:26]([O:28][CH3:29])=[O:27])=[CH:30][CH:31]=2)=[O:7])[CH:63]=[CH:62][C:61]=1[NH:60][C:59]([NH:58][C:57]1[CH:56]=[CH:44][CH:43]=[CH:42][C:41]=1[CH3:40])=[O:33]. The catalyst class is: 759. (5) Reactant: F[C:2]1[CH:7]=[CH:6][C:5]([N+:8]([O-:10])=[O:9])=[CH:4][C:3]=1[C:11]([F:14])([F:13])[F:12].Br.Br.[CH3:17][C:18]([CH3:27])([CH3:26])[CH2:19][N:20]1[CH2:25][CH2:24][NH:23][CH2:22][CH2:21]1.C([O-])([O-])=O.[K+].[K+]. Product: [CH3:17][C:18]([CH3:27])([CH3:26])[CH2:19][N:20]1[CH2:25][CH2:24][N:23]([C:2]2[CH:7]=[CH:6][C:5]([N+:8]([O-:10])=[O:9])=[CH:4][C:3]=2[C:11]([F:14])([F:13])[F:12])[CH2:22][CH2:21]1. The catalyst class is: 3. (6) Reactant: [CH3:1][C:2]1([CH3:10])[O:6][C@@H:5]([C:7](Cl)=[O:8])[CH2:4][O:3]1.Cl.[S:12]1[N:16]=[CH:15][C:14]([O:17][CH2:18][C@@H:19]2[O:23][C:22](=[O:24])[N:21]([C:25]3[CH:30]=[CH:29][C:28]([C:31]4[CH2:36][CH2:35][NH:34][CH2:33][CH:32]=4)=[C:27]([F:37])[CH:26]=3)[CH2:20]2)=[N:13]1.N1C=CC=CC=1. Product: [S:12]1[N:16]=[CH:15][C:14]([O:17][CH2:18][C@@H:19]2[O:23][C:22](=[O:24])[N:21]([C:25]3[CH:30]=[CH:29][C:28]([C:31]4[CH2:36][CH2:35][N:34]([C:7]([C@H:5]5[CH2:4][O:3][C:2]([CH3:10])([CH3:1])[O:6]5)=[O:8])[CH2:33][CH:32]=4)=[C:27]([F:37])[CH:26]=3)[CH2:20]2)=[N:13]1. The catalyst class is: 4.